From a dataset of Forward reaction prediction with 1.9M reactions from USPTO patents (1976-2016). Predict the product of the given reaction. (1) Given the reactants [C:1]([O:7][CH2:8][C@@H:9]([O:36][C:37]([CH3:40])([CH3:39])[CH3:38])[C:10]1[C:11]([C:29]2[CH:34]=[CH:33][C:32]([Cl:35])=[CH:31][CH:30]=2)=[C:12]2[C:17](=[CH:18][C:19]=1[CH3:20])[N:16]=[C:15](OS(C(F)(F)F)(=O)=O)[CH:14]=[CH:13]2)(=[O:6])[C:2]([CH3:5])([CH3:4])[CH3:3].[C:41]([C:43]1[CH:48]=[CH:47][CH:46]=[CH:45][CH:44]=1)#[CH:42].C(N(CC)CC)C, predict the reaction product. The product is: [C:1]([O:7][CH2:8][C@@H:9]([O:36][C:37]([CH3:38])([CH3:40])[CH3:39])[C:10]1[C:11]([C:29]2[CH:34]=[CH:33][C:32]([Cl:35])=[CH:31][CH:30]=2)=[C:12]2[C:17](=[CH:18][C:19]=1[CH3:20])[N:16]=[C:15]([C:42]#[C:41][C:43]1[CH:48]=[CH:47][CH:46]=[CH:45][CH:44]=1)[CH:14]=[CH:13]2)(=[O:6])[C:2]([CH3:5])([CH3:3])[CH3:4]. (2) Given the reactants Cl[C:2]1[C:11]2[C:6](=[CH:7][CH:8]=[C:9]([O:12][CH3:13])[CH:10]=2)[C:5]([C:14]2[S:15][C:16]([CH3:19])=[CH:17][CH:18]=2)=[N:4][N:3]=1.[NH2:20][CH:21]1[CH2:26][CH2:25][N:24]([CH2:27][C:28]2[CH:33]=[CH:32][CH:31]=[CH:30][CH:29]=2)[CH2:23][CH2:22]1, predict the reaction product. The product is: [CH2:27]([N:24]1[CH2:25][CH2:26][CH:21]([NH:20][C:2]2[C:11]3[C:6](=[CH:7][CH:8]=[C:9]([O:12][CH3:13])[CH:10]=3)[C:5]([C:14]3[S:15][C:16]([CH3:19])=[CH:17][CH:18]=3)=[N:4][N:3]=2)[CH2:22][CH2:23]1)[C:28]1[CH:29]=[CH:30][CH:31]=[CH:32][CH:33]=1. (3) Given the reactants [Cl:1][C:2]1[CH:3]=[C:4]([C:14]#[N:15])[C:5]([NH:8]C(=O)OCC)=[N:6][CH:7]=1.[CH:16]([NH:18][NH2:19])=[O:17].[C:20]1(OC2C=CC=CC=2)C=CC=CC=1, predict the reaction product. The product is: [Cl:1][C:2]1[CH:7]=[N:6][C:5]2[NH:8][C:16](=[O:17])[N:18]3[N:19]=[CH:20][N:15]=[C:14]3[C:4]=2[CH:3]=1. (4) Given the reactants [S:1]1[C:5]2[CH:6]=[CH:7][CH:8]=[CH:9][C:4]=2[N:3]=[CH:2]1.C([Li])CCC.[NH2:15][C:16]1[N:21]=[CH:20][N:19]=[C:18]2[N:22]([CH:33]3[CH2:38][CH2:37][CH:36]([N:39]4[CH2:44][CH2:43][O:42][CH2:41][CH2:40]4)[CH2:35][CH2:34]3)[N:23]=[C:24]([C:25]3[CH:32]=[CH:31][C:28]([CH:29]=[O:30])=[CH:27][CH:26]=3)[C:17]=12, predict the reaction product. The product is: [NH2:15][C:16]1[N:21]=[CH:20][N:19]=[C:18]2[N:22]([C@H:33]3[CH2:38][CH2:37][C@H:36]([N:39]4[CH2:40][CH2:41][O:42][CH2:43][CH2:44]4)[CH2:35][CH2:34]3)[N:23]=[C:24]([C:25]3[CH:32]=[CH:31][C:28]([CH:29]([C:2]4[S:1][C:5]5[CH:6]=[CH:7][CH:8]=[CH:9][C:4]=5[N:3]=4)[OH:30])=[CH:27][CH:26]=3)[C:17]=12. (5) Given the reactants [Br:1][C:2]1[CH:3]=[CH:4][C:5]2[N:6]([C:8]([C:11]([O:13]CC)=O)=[CH:9][N:10]=2)[CH:7]=1.O.[CH2:17]([NH2:19])[CH3:18], predict the reaction product. The product is: [Br:1][C:2]1[CH:3]=[CH:4][C:5]2[N:6]([C:8]([C:11]([NH:19][CH2:17][CH3:18])=[O:13])=[CH:9][N:10]=2)[CH:7]=1.